Dataset: Forward reaction prediction with 1.9M reactions from USPTO patents (1976-2016). Task: Predict the product of the given reaction. (1) Given the reactants C(OC([N:8]1[CH2:12][CH2:11][CH:10]([N:13]2[CH:17]=[C:16]([C:18]3[CH:23]=[CH:22][C:21]([F:24])=[C:20]([C:25]([F:28])([F:27])[F:26])[CH:19]=3)[N:15]=[C:14]2[CH:29]2[CH2:34][CH2:33][N:32]([C:35]3[C:40]([C:41](=[O:43])[NH2:42])=[C:39]([NH2:44])[N:38]=[CH:37][N:36]=3)[CH2:31][CH2:30]2)[CH2:9]1)=O)(C)(C)C.Cl, predict the reaction product. The product is: [NH2:44][C:39]1[C:40]([C:41]([NH2:42])=[O:43])=[C:35]([N:32]2[CH2:33][CH2:34][CH:29]([C:14]3[N:13]([CH:10]4[CH2:11][CH2:12][NH:8][CH2:9]4)[CH:17]=[C:16]([C:18]4[CH:23]=[CH:22][C:21]([F:24])=[C:20]([C:25]([F:27])([F:26])[F:28])[CH:19]=4)[N:15]=3)[CH2:30][CH2:31]2)[N:36]=[CH:37][N:38]=1. (2) Given the reactants [F:1][C:2]1[CH:10]=[C:9]2[C:5]([CH:6]=[N:7][NH:8]2)=[CH:4][C:3]=1/[CH:11]=[C:12](/[C:15](=O)[CH3:16])\[C:13]#[N:14].[CH3:18][C:19]1[CH:23]=[C:22]([NH2:24])[O:21][N:20]=1, predict the reaction product. The product is: [F:1][C:2]1[CH:10]=[C:9]2[C:5]([CH:6]=[N:7][NH:8]2)=[CH:4][C:3]=1[CH:11]1[C:12]([C:13]#[N:14])=[C:15]([CH3:16])[NH:24][C:22]2[O:21][N:20]=[C:19]([CH3:18])[C:23]1=2.